From a dataset of Reaction yield outcomes from USPTO patents with 853,638 reactions. Predict the reaction yield, written as a fraction of the theoretical maximum amount of product (1.0 means a 100% yield; for example, 0.34 means a 34% yield). (1) The reactants are [CH3:1][O:2][C:3]1[CH:4]=[C:5]([CH:9]=[CH:10][CH:11]=1)[C:6](Cl)=[O:7].[I-].[C:13]([C:15]1[CH:16]=[C:17]([Zn+])[CH:18]=[CH:19][CH:20]=1)#[N:14].C1COCC1.[NH4+].[Cl-]. No catalyst specified. The product is [CH3:1][O:2][C:3]1[CH:4]=[C:5]([CH:9]=[CH:10][CH:11]=1)[C:6]([C:19]1[CH:20]=[C:15]([CH:16]=[CH:17][CH:18]=1)[C:13]#[N:14])=[O:7]. The yield is 0.570. (2) The reactants are [F:1][C:2]1[CH:3]=[C:4](B)[CH:5]=[CH:6][C:7]=1[F:8].[Cl:10][C:11]1[CH:16]=[CH:15][C:14]([C:17]#[C:18][CH3:19])=[CH:13][CH:12]=1.C#CC. The catalyst is C1CC=CCCC=C1.C1CC=CCCC=C1.O.O.[Rh].[Rh].[Cu](I)I.[Li].[Li].[Li].N1CCCC1. The product is [Cl:10][C:11]1[CH:16]=[CH:15][C:14](/[CH:17]=[C:18](/[C:4]2[CH:5]=[CH:6][C:7]([F:8])=[C:2]([F:1])[CH:3]=2)\[CH3:19])=[CH:13][CH:12]=1. The yield is 0.620. (3) The reactants are C1(C)C=CC(S(O[C@@H:11]([CH2:13]/[CH:14]=[CH:15]/[C:16]2[CH:17]=[N:18][CH:19]=[CH:20][CH:21]=2)[CH3:12])(=O)=O)=CC=1.[CH3:23][NH2:24]. The catalyst is C(O)C. The product is [CH3:23][NH:24][C@H:11]([CH2:13]/[CH:14]=[CH:15]/[C:16]1[CH:17]=[N:18][CH:19]=[CH:20][CH:21]=1)[CH3:12]. The yield is 0.240. (4) The reactants are C([NH:5][S:6]([C:9]1[S:13][C:12]([C:14]2[N:15]=[CH:16][N:17]([C:19]3[CH:24]=[C:23]([C:25]4[CH:30]=[CH:29][C:28]([C:31]([F:34])([F:33])[F:32])=[CH:27][CH:26]=4)[CH:22]=[C:21]([C:35]([F:38])([F:37])[F:36])[N:20]=3)[CH:18]=2)=[N:11][CH:10]=1)(=[O:8])=[O:7])(C)(C)C.C(O)(C(F)(F)F)=O. No catalyst specified. The product is [F:38][C:35]([F:36])([F:37])[C:21]1[N:20]=[C:19]([N:17]2[CH:18]=[C:14]([C:12]3[S:13][C:9]([S:6]([NH2:5])(=[O:7])=[O:8])=[CH:10][N:11]=3)[N:15]=[CH:16]2)[CH:24]=[C:23]([C:25]2[CH:26]=[CH:27][C:28]([C:31]([F:32])([F:33])[F:34])=[CH:29][CH:30]=2)[CH:22]=1. The yield is 0.880.